Dataset: Reaction yield outcomes from USPTO patents with 853,638 reactions. Task: Predict the reaction yield, written as a fraction of the theoretical maximum amount of product (1.0 means a 100% yield; for example, 0.34 means a 34% yield). (1) The reactants are C[O:2][C:3]([C:5]1([CH2:11][S:12]([N:15]2[CH2:20][CH2:19][N:18]([C:21]3[CH:26]=[CH:25][C:24]([C:27]4[CH:28]=[N:29][CH:30]=[CH:31][CH:32]=4)=[CH:23][CH:22]=3)[CH2:17][CH2:16]2)(=[O:14])=[O:13])[CH2:10][CH2:9][O:8][CH2:7][CH2:6]1)=[O:4].O.[OH-].[Li+].CO.O. The catalyst is O1CCCC1. The product is [N:29]1[CH:30]=[CH:31][CH:32]=[C:27]([C:24]2[CH:23]=[CH:22][C:21]([N:18]3[CH2:19][CH2:20][N:15]([S:12]([CH2:11][C:5]4([C:3]([OH:4])=[O:2])[CH2:6][CH2:7][O:8][CH2:9][CH2:10]4)(=[O:14])=[O:13])[CH2:16][CH2:17]3)=[CH:26][CH:25]=2)[CH:28]=1. The yield is 0.720. (2) The reactants are [CH2:1]1[C:5]2([CH2:10][CH2:9][NH:8][CH2:7][CH2:6]2)[CH2:4][CH2:3][N:2]1[C:11]([O:13][C:14]([CH3:17])([CH3:16])[CH3:15])=[O:12].Br[C:19]1[CH:24]=[CH:23][C:22]([C:25]([F:28])([F:27])[F:26])=[CH:21][N:20]=1.CC([O-])(C)C.[Na+].C1C=CC(P(C2C(C3C(P(C4C=CC=CC=4)C4C=CC=CC=4)=CC=C4C=3C=CC=C4)=C3C(C=CC=C3)=CC=2)C2C=CC=CC=2)=CC=1. The catalyst is C1(C)C=CC=CC=1.CC([O-])=O.CC([O-])=O.[Pd+2]. The product is [F:26][C:25]([F:28])([F:27])[C:22]1[CH:23]=[CH:24][C:19]([N:8]2[CH2:7][CH2:6][C:5]3([CH2:1][N:2]([C:11]([O:13][C:14]([CH3:17])([CH3:16])[CH3:15])=[O:12])[CH2:3][CH2:4]3)[CH2:10][CH2:9]2)=[N:20][CH:21]=1. The yield is 0.400. (3) The reactants are Cl[C:2]1[C:3]2[CH:10]=[CH:9][NH:8][C:4]=2[N:5]=[CH:6][N:7]=1.Cl.Cl.[Cl:13][C:14]1[CH:19]=[CH:18][C:17]([C:20]2([CH2:26][NH:27][CH3:28])[CH2:25][CH2:24][NH:23][CH2:22][CH2:21]2)=[CH:16][CH:15]=1.C(N(CC)CC)C. The catalyst is C(O)CCC. The yield is 0.340. The product is [Cl:13][C:14]1[CH:19]=[CH:18][C:17]([C:20]2([CH2:26][NH:27][CH3:28])[CH2:25][CH2:24][N:23]([C:2]3[C:3]4[CH:10]=[CH:9][NH:8][C:4]=4[N:5]=[CH:6][N:7]=3)[CH2:22][CH2:21]2)=[CH:16][CH:15]=1.